The task is: Predict the reactants needed to synthesize the given product.. This data is from Full USPTO retrosynthesis dataset with 1.9M reactions from patents (1976-2016). (1) Given the product [NH2:30][C:27]1[CH:26]=[CH:25][C:24]([O:23][C@H:18]([C@H:17]2[O:16][C@H:15]3[C@H:11]([N:12]=[C:13]([N:33]([CH3:41])[C:34](=[O:40])[O:35][C:36]([CH3:38])([CH3:37])[CH3:39])[S:14]3)[C@@H:10]([O:42][CH2:43][C:44]3[CH:45]=[CH:46][CH:47]=[CH:48][CH:49]=3)[C@@H:9]2[O:8][CH2:1][C:2]2[CH:3]=[CH:4][CH:5]=[CH:6][CH:7]=2)[C:19]([F:22])([F:20])[F:21])=[CH:29][CH:28]=1, predict the reactants needed to synthesize it. The reactants are: [CH2:1]([O:8][C@@H:9]1[C@@H:17]([C@@H:18]([O:23][C:24]2[CH:29]=[CH:28][C:27]([N+:30]([O-])=O)=[CH:26][CH:25]=2)[C:19]([F:22])([F:21])[F:20])[O:16][C@H:15]2[C@H:11]([N:12]=[C:13]([N:33]([CH3:41])[C:34](=[O:40])[O:35][C:36]([CH3:39])([CH3:38])[CH3:37])[S:14]2)[C@H:10]1[O:42][CH2:43][C:44]1[CH:49]=[CH:48][CH:47]=[CH:46][CH:45]=1)[C:2]1[CH:7]=[CH:6][CH:5]=[CH:4][CH:3]=1. (2) Given the product [Br:18][CH2:1][C:2]1[CH:3]=[CH:4][C:5]([C:6]([C:8]2[C:9]([F:15])=[CH:10][CH:11]=[CH:12][C:13]=2[F:14])=[O:7])=[CH:16][CH:17]=1, predict the reactants needed to synthesize it. The reactants are: [CH3:1][C:2]1[CH:17]=[CH:16][C:5]([C:6]([C:8]2[C:13]([F:14])=[CH:12][CH:11]=[CH:10][C:9]=2[F:15])=[O:7])=[CH:4][CH:3]=1.[Br:18]N1C(=O)CCC1=O.C(OOC(=O)C1C=CC=CC=1)(=O)C1C=CC=CC=1. (3) The reactants are: [CH:1]1[C:10]2[C:5](=[CH:6][CH:7]=[CH:8][CH:9]=2)[CH:4]=[C:3]([NH:11][C:12]2[O:13][C@@:14]3([CH2:22][N:23]=2)[CH:19]2[CH2:20][CH2:21][N:16]([CH2:17][CH2:18]2)[CH2:15]3)[N:2]=1.ClC1C=C(C=CC=1)C(OO)=[O:29]. Given the product [CH:1]1[C:10]2[C:5](=[CH:6][CH:7]=[CH:8][CH:9]=2)[CH:4]=[C:3]([NH:11][C:12]2[O:13][C@@:14]3([CH2:22][N:23]=2)[CH:19]2[CH2:18][CH2:17][N+:16]([O-:29])([CH2:21][CH2:20]2)[CH2:15]3)[N:2]=1, predict the reactants needed to synthesize it. (4) The reactants are: [Br:1][C:2]1[C:3](=[O:28])[N:4]([CH2:19][C:20]2[CH:21]=[N:22][C:23]([C:26]#[N:27])=[N:24][CH:25]=2)[C:5]([CH3:18])=[CH:6][C:7]=1[O:8][CH2:9][C:10]1[CH:15]=[CH:14][C:13]([F:16])=[CH:12][C:11]=1[F:17].C[Si](C)(C)[O-:31].[K+]. Given the product [Br:1][C:2]1[C:3](=[O:28])[N:4]([CH2:19][C:20]2[CH:25]=[N:24][C:23]([C:26]([NH2:27])=[O:31])=[N:22][CH:21]=2)[C:5]([CH3:18])=[CH:6][C:7]=1[O:8][CH2:9][C:10]1[CH:15]=[CH:14][C:13]([F:16])=[CH:12][C:11]=1[F:17], predict the reactants needed to synthesize it. (5) Given the product [S:1]1[C:5]2[CH:6]=[CH:7][CH:8]=[CH:9][C:4]=2[CH:3]=[C:2]1[CH:10]([C:21]1[CH:22]=[CH:23][CH:24]=[CH:25][C:20]=1[S:19][CH3:18])[NH:11][S:12]([C:14]([CH3:17])([CH3:16])[CH3:15])=[O:13], predict the reactants needed to synthesize it. The reactants are: [S:1]1[C:5]2[CH:6]=[CH:7][CH:8]=[CH:9][C:4]=2[CH:3]=[C:2]1[CH:10]=[N:11][S:12]([C:14]([CH3:17])([CH3:16])[CH3:15])=[O:13].[CH3:18][S:19][C:20]1[CH:25]=[CH:24][CH:23]=[CH:22][C:21]=1[Mg]Br.C(=O)(O)[O-].[Na+].